The task is: Predict the reactants needed to synthesize the given product.. This data is from Full USPTO retrosynthesis dataset with 1.9M reactions from patents (1976-2016). The reactants are: [N+:1]([CH2:3][C:4]([O:6][CH3:7])=O)#[C-].FC1C=CC([CH:13]=[O:14])=CC=1.[OH-].[K+].[K].CC1CC[NH:24]CC1.CCN=C=NCCCN(C)C.C1C=CC2N(O)N=NC=2C=1. Given the product [O:6]1[CH2:4][CH2:3][N:1]=[C:7]1[C:13]([NH2:24])=[O:14].[O:6]1[CH2:4][CH2:3][N:1]=[CH:7]1, predict the reactants needed to synthesize it.